Dataset: Reaction yield outcomes from USPTO patents with 853,638 reactions. Task: Predict the reaction yield, written as a fraction of the theoretical maximum amount of product (1.0 means a 100% yield; for example, 0.34 means a 34% yield). The reactants are [CH3:1][O:2][C:3]([C:5]1[N:6]=[C:7]2[N:18]([CH2:19][CH2:20][N:21]3[CH2:26][CH2:25][NH:24][CH2:23][CH2:22]3)[C:17]3[CH:27]=[CH:28][CH:29]=[CH:30][C:16]=3[N:8]2[C:9](=[O:15])[C:10]=1[O:11][C:12](=[O:14])[CH3:13])=[O:4].C(N(C(C)C)CC)(C)C.[CH3:40][O:41][CH2:42]Cl. The catalyst is ClCCl. The product is [CH3:1][O:2][C:3]([C:5]1[N:6]=[C:7]2[N:18]([CH2:19][CH2:20][N:21]3[CH2:22][CH2:23][N:24]([CH2:40][O:41][CH3:42])[CH2:25][CH2:26]3)[C:17]3[CH:27]=[CH:28][CH:29]=[CH:30][C:16]=3[N:8]2[C:9](=[O:15])[C:10]=1[O:11][C:12](=[O:14])[CH3:13])=[O:4]. The yield is 0.280.